This data is from Catalyst prediction with 721,799 reactions and 888 catalyst types from USPTO. The task is: Predict which catalyst facilitates the given reaction. (1) Reactant: [NH2:1][CH:2]([C:4]([OH:6])=[O:5])[CH3:3].C(N(CC)CC)C.C[Si](Cl)(C)C.[CH:19]1([C:24](Cl)=[O:25])[CH2:23][CH2:22][CH2:21][CH2:20]1. Product: [CH:19]1([C:24]([NH:1][CH:2]([CH3:3])[C:4]([OH:6])=[O:5])=[O:25])[CH2:23][CH2:22][CH2:21][CH2:20]1. The catalyst class is: 46. (2) Product: [CH:1]1([C:7]2[C:15]3[C:10](=[CH:11][C:12]([C:16]([O:18][CH3:19])=[O:17])=[CH:13][CH:14]=3)[N:9]([CH2:20][CH2:21][C:22]([O:24][CH3:25])=[O:23])[C:8]=2[C:26]2[CH:31]=[CH:30][CH:29]=[CH:28][C:27]=2[CH2:32][NH:38][CH2:37][CH2:36][N:35]([CH3:39])[CH3:34])[CH2:6][CH2:5][CH2:4][CH2:3][CH2:2]1. Reactant: [CH:1]1([C:7]2[C:15]3[C:10](=[CH:11][C:12]([C:16]([O:18][CH3:19])=[O:17])=[CH:13][CH:14]=3)[N:9]([CH2:20][CH2:21][C:22]([O:24][CH3:25])=[O:23])[C:8]=2[C:26]2[CH:31]=[CH:30][CH:29]=[CH:28][C:27]=2[CH:32]=O)[CH2:6][CH2:5][CH2:4][CH2:3][CH2:2]1.[CH3:34][N:35]([CH3:39])[CH2:36][CH2:37][NH2:38].CC(O)=O.[BH3-]C#N.[Na+]. The catalyst class is: 49. (3) Reactant: [N+:1]([C:4]1[N:9]=[CH:8][C:7]([N:10]2[CH2:15][CH2:14][N:13]([C:16]([O:18][C:19]([CH3:22])([CH3:21])[CH3:20])=[O:17])[CH2:12][CH2:11]2)=[CH:6][CH:5]=1)([O-])=O.[H][H]. Product: [NH2:1][C:4]1[N:9]=[CH:8][C:7]([N:10]2[CH2:15][CH2:14][N:13]([C:16]([O:18][C:19]([CH3:22])([CH3:21])[CH3:20])=[O:17])[CH2:12][CH2:11]2)=[CH:6][CH:5]=1. The catalyst class is: 43. (4) Reactant: [NH:1]([C:17]([O:19][CH2:20][C:21]1[CH:26]=[CH:25][CH:24]=[CH:23][CH:22]=1)=[O:18])[C@H:2]([C:6]([N:8]1[CH2:16][CH2:15][CH2:14][C@H:9]1[C:10]([O:12]C)=[O:11])=[O:7])[CH:3]([CH3:5])[CH3:4]. Product: [NH:1]([C:17]([O:19][CH2:20][C:21]1[CH:22]=[CH:23][CH:24]=[CH:25][CH:26]=1)=[O:18])[C@H:2]([C:6]([N:8]1[CH2:16][CH2:15][CH2:14][C@H:9]1[C:10]([OH:12])=[O:11])=[O:7])[CH:3]([CH3:5])[CH3:4]. The catalyst class is: 801. (5) Reactant: Cl[C:2]1[CH:7]=[CH:6][N:5]2[N:8]=[CH:9][C:10]([C:11]3[CH:16]=[CH:15][C:14]([O:17][CH3:18])=[C:13]([O:19][CH3:20])[CH:12]=3)=[C:4]2[N:3]=1.Cl.[NH2:22][C@H:23]1[CH2:28][CH2:27][CH2:26][CH2:25][C@H:24]1[OH:29].O. Product: [CH3:20][O:19][C:13]1[CH:12]=[C:11]([C:10]2[CH:9]=[N:8][N:5]3[CH:6]=[CH:7][C:2]([NH:22][C@@H:23]4[CH2:28][CH2:27][CH2:26][CH2:25][C@@H:24]4[OH:29])=[N:3][C:4]=23)[CH:16]=[CH:15][C:14]=1[O:17][CH3:18]. The catalyst class is: 37. (6) Product: [Br:13][C:14]1[CH:19]=[CH:18][C:17]2[N:20]=[C:9]([C:5]3[CH:4]=[C:3]([C:2]([F:12])([F:11])[F:1])[CH:8]=[CH:7][N:6]=3)[NH:21][C:16]=2[CH:15]=1. Reactant: [F:1][C:2]([F:12])([F:11])[C:3]1[CH:8]=[CH:7][N:6]=[C:5]([CH:9]=O)[CH:4]=1.[Br:13][C:14]1[CH:15]=[C:16]([NH2:21])[C:17]([NH2:20])=[CH:18][CH:19]=1. The catalyst class is: 1. (7) Reactant: [Cr](Cl)([O-])(=O)=O.[NH+]1C=CC=CC=1.[F:12][C:13]1[CH:18]=[CH:17][C:16]([CH2:19][CH2:20][OH:21])=[CH:15][CH:14]=1. Product: [F:12][C:13]1[CH:18]=[CH:17][C:16]([CH2:19][CH:20]=[O:21])=[CH:15][CH:14]=1. The catalyst class is: 158. (8) Reactant: [CH3:1][C:2]1[C:10]2[C:5](=[CH:6][CH:7]=[C:8]([C:11]#[N:12])[CH:9]=2)[NH:4][C:3]=1[C:13]1[CH:14]=[N:15][CH:16]=[CH:17][CH:18]=1.C[Si]([N-][Si](C)(C)C)(C)C.[K+].Br[CH2:30][CH2:31][O:32][C:33]1[CH:38]=[CH:37][CH:36]=[CH:35][CH:34]=1.[Cl-].[NH4+]. Product: [CH3:1][C:2]1[C:10]2[C:5](=[CH:6][CH:7]=[C:8]([C:11]#[N:12])[CH:9]=2)[N:4]([CH2:30][CH2:31][O:32][C:33]2[CH:38]=[CH:37][CH:36]=[CH:35][CH:34]=2)[C:3]=1[C:13]1[CH:14]=[N:15][CH:16]=[CH:17][CH:18]=1. The catalyst class is: 1. (9) Product: [CH3:1][C:2]1[C:6]([CH2:7][O:8][C:9]2[CH:14]=[CH:13][C:12]([S:15]([N:18]([CH2:19][CH:20]([CH3:21])[CH3:22])[C:23]3[C:24]([CH3:41])=[N:25][C:26]([CH:29]4[CH2:33][CH2:32][NH:31][CH2:30]4)=[CH:27][CH:28]=3)(=[O:17])=[O:16])=[CH:11][CH:10]=2)=[C:5]([CH3:42])[O:4][N:3]=1. Reactant: [CH3:1][C:2]1[C:6]([CH2:7][O:8][C:9]2[CH:14]=[CH:13][C:12]([S:15]([N:18]([C:23]3[C:24]([CH3:41])=[N:25][C:26]([CH:29]4[CH2:33][CH2:32][N:31](CC5C=CC=CC=5)[CH2:30]4)=[CH:27][CH:28]=3)[CH2:19][CH:20]([CH3:22])[CH3:21])(=[O:17])=[O:16])=[CH:11][CH:10]=2)=[C:5]([CH3:42])[O:4][N:3]=1.ClC(OC(Cl)C)=O.CO. The catalyst class is: 10.